Dataset: CYP2C9 inhibition data for predicting drug metabolism from PubChem BioAssay. Task: Regression/Classification. Given a drug SMILES string, predict its absorption, distribution, metabolism, or excretion properties. Task type varies by dataset: regression for continuous measurements (e.g., permeability, clearance, half-life) or binary classification for categorical outcomes (e.g., BBB penetration, CYP inhibition). Dataset: cyp2c9_veith. (1) The compound is NCCCNCCCCN(CCCN)/[N+]([O-])=N/O. The result is 0 (non-inhibitor). (2) The molecule is COc1ccc(C(F)(F)F)cc1N/C=C\c1nnnn1-c1ccccc1. The result is 1 (inhibitor). (3) The molecule is O=C1[C@@H]2CC[C@@H]3/C(=N\OC[C@@H](O)COCc4ccco4)C[C@@H](O)[C@@H](O)[C@@H]3[C@H]2C(=O)N1c1ccc(F)cc1F. The result is 0 (non-inhibitor). (4) The compound is O[C@H]1CO[C@H](OCc2ccccc2)[C@@H](O)[C@H]1O. The result is 0 (non-inhibitor). (5) The molecule is O=C1NCN(c2ccccc2)C12CCN(CCCOc1ccc(F)cc1)CC2. The result is 0 (non-inhibitor). (6) The drug is Nc1cc(Cl)nc(N/N=C/c2ccccc2[N+](=O)[O-])n1. The result is 0 (non-inhibitor).